Dataset: Peptide-MHC class I binding affinity with 185,985 pairs from IEDB/IMGT. Task: Regression. Given a peptide amino acid sequence and an MHC pseudo amino acid sequence, predict their binding affinity value. This is MHC class I binding data. (1) The peptide sequence is AATEAEKQL. The MHC is HLA-A68:02 with pseudo-sequence HLA-A68:02. The binding affinity (normalized) is 0. (2) The peptide sequence is FQWWRSHPL. The MHC is HLA-B27:20 with pseudo-sequence HLA-B27:20. The binding affinity (normalized) is 1.00. (3) The peptide sequence is HEAVQAVW. The MHC is Mamu-B52 with pseudo-sequence Mamu-B52. The binding affinity (normalized) is 0.389. (4) The peptide sequence is LPTSITVPV. The MHC is HLA-B54:01 with pseudo-sequence HLA-B54:01. The binding affinity (normalized) is 0.872. (5) The peptide sequence is LLEAVYGNIK. The MHC is HLA-A31:01 with pseudo-sequence HLA-A31:01. The binding affinity (normalized) is 0.